Dataset: Catalyst prediction with 721,799 reactions and 888 catalyst types from USPTO. Task: Predict which catalyst facilitates the given reaction. (1) Reactant: [CH3:1][O:2][C:3]1[CH:4]=[C:5]([C:8]([O:11][CH2:12][C:13]2[C:14]([C:19]3[N:23](C4CCCCO4)[N:22]=[CH:21][C:20]=3[CH3:30])=[N:15][CH:16]=[CH:17][CH:18]=2)=[CH:9][N:10]=1)[CH:6]=[O:7].Cl. Product: [CH3:1][O:2][C:3]1[CH:4]=[C:5]([C:8]([O:11][CH2:12][C:13]2[C:14]([C:19]3[NH:23][N:22]=[CH:21][C:20]=3[CH3:30])=[N:15][CH:16]=[CH:17][CH:18]=2)=[CH:9][N:10]=1)[CH:6]=[O:7]. The catalyst class is: 14. (2) Reactant: C(OC([N:8]1[CH2:12][CH2:11][C:10]([C:14]2[CH:19]=[CH:18][C:17]([F:20])=[C:16]([F:21])[CH:15]=2)([OH:13])[CH2:9]1)=O)(C)(C)C.FC(F)(F)C(O)=O. Product: [F:21][C:16]1[CH:15]=[C:14]([C:10]2([OH:13])[CH2:11][CH2:12][NH:8][CH2:9]2)[CH:19]=[CH:18][C:17]=1[F:20]. The catalyst class is: 4. (3) Reactant: O=[CH:2][CH2:3][CH:4]1[C:9]2[CH:10]=[CH:11][C:12]([C:14]#[N:15])=[CH:13][C:8]=2[CH2:7][CH2:6][O:5]1.[F:16][C:17]1[CH:18]=[C:19]2[C:24](=[CH:25][CH:26]=1)[C:23]([N:27]1[CH2:32][CH2:31][NH:30][C@H:29]([CH3:33])[CH2:28]1)=[CH:22][CH:21]=[CH:20]2.C([BH3-])#N.[Na+].C(O)(=O)C. Product: [F:16][C:17]1[CH:18]=[C:19]2[C:24](=[CH:25][CH:26]=1)[C:23]([N:27]1[CH2:32][CH2:31][N:30]([CH2:2][CH2:3][CH:4]3[C:9]4[CH:10]=[CH:11][C:12]([C:14]#[N:15])=[CH:13][C:8]=4[CH2:7][CH2:6][O:5]3)[C@H:29]([CH3:33])[CH2:28]1)=[CH:22][CH:21]=[CH:20]2. The catalyst class is: 5. (4) Reactant: [CH2:1]([OH:6])[CH2:2][CH2:3][CH2:4][OH:5].ClCCl.[O:10]1[CH:15]=[CH:14][CH2:13][CH2:12][CH2:11]1. Product: [OH:5][CH2:4][CH2:3][CH2:2][CH2:1][O:6][CH:11]1[CH2:12][CH2:13][CH2:14][CH2:15][O:10]1. The catalyst class is: 6. (5) Reactant: [CH2:1]([O:3][C:4]([C:6]1[N:7]([CH2:15][C:16]([OH:18])=O)[C:8]2[C:13]([CH:14]=1)=[CH:12][CH:11]=[CH:10][CH:9]=2)=[O:5])[CH3:2].[CH3:19][N:20](C(ON1N=NC2C=CC=NC1=2)=[N+](C)C)C.F[P-](F)(F)(F)(F)F.[Cl-].C[NH3+].CCN(C(C)C)C(C)C. Product: [CH3:19][NH:20][C:16](=[O:18])[CH2:15][N:7]1[C:8]2[C:13](=[CH:12][CH:11]=[CH:10][CH:9]=2)[CH:14]=[C:6]1[C:4]([O:3][CH2:1][CH3:2])=[O:5]. The catalyst class is: 18.